This data is from Catalyst prediction with 721,799 reactions and 888 catalyst types from USPTO. The task is: Predict which catalyst facilitates the given reaction. (1) Reactant: [H-].[Na+].[OH:3][CH2:4][CH:5]([CH2:7][OH:8])[OH:6].[CH3:9][C:10]([CH2:26][CH2:27][CH2:28][CH:29]([CH3:41])[CH2:30][CH2:31][CH2:32][CH:33]([CH3:40])[CH2:34][CH2:35][CH2:36][CH:37]([CH3:39])[CH3:38])=[CH:11][CH2:12][CH2:13][CH2:14]OS(C1C=CC(C)=CC=1)(=O)=O.O. Product: [CH3:9][C:10]([CH2:26][CH2:27][CH2:28][CH:29]([CH3:41])[CH2:30][CH2:31][CH2:32][CH:33]([CH3:40])[CH2:34][CH2:35][CH2:36][CH:37]([CH3:39])[CH3:38])=[CH:11][CH2:12][CH2:13][CH2:14][O:3][CH2:4][CH:5]([CH2:7][OH:8])[OH:6]. The catalyst class is: 9. (2) Reactant: [NH:1]1[CH2:4][CH:3]([N:5]2[C:9]3=[N:10][CH:11]=[N:12][C:13]([NH2:14])=[C:8]3[C:7]([C:15]3[CH:20]=[CH:19][C:18]([O:21][C:22]4[CH:27]=[CH:26][CH:25]=[CH:24][CH:23]=4)=[CH:17][CH:16]=3)=[N:6]2)[CH2:2]1.[NH:28]1[CH:32]=[C:31]([CH2:33][C:34]([O-])=[O:35])[N:30]=[CH:29]1.[Na+].Cl.CN(C)CCCN=C=NCC.C(N(CC)C(C)C)(C)C.ON1C2N=CC=CC=2N=N1. Product: [NH2:14][C:13]1[N:12]=[CH:11][N:10]=[C:9]2[N:5]([CH:3]3[CH2:2][N:1]([C:34](=[O:35])[CH2:33][C:31]4[N:30]=[CH:29][NH:28][CH:32]=4)[CH2:4]3)[N:6]=[C:7]([C:15]3[CH:16]=[CH:17][C:18]([O:21][C:22]4[CH:27]=[CH:26][CH:25]=[CH:24][CH:23]=4)=[CH:19][CH:20]=3)[C:8]=12. The catalyst class is: 9. (3) Reactant: C(OC([N:8]1[CH2:12][CH2:11][CH2:10][CH:9]1[CH2:13][N:14]([S:16]([CH3:19])(=[O:18])=[O:17])[CH3:15])=O)(C)(C)C.Cl. Product: [CH3:15][N:14]([CH2:13][CH:9]1[CH2:10][CH2:11][CH2:12][NH:8]1)[S:16]([CH3:19])(=[O:18])=[O:17]. The catalyst class is: 268. (4) Reactant: C(OC([N:8]1[CH2:12][C@H:11]([O:13][CH2:14][C:15]2[CH:20]=[CH:19][CH:18]=[CH:17][CH:16]=2)[C@H:10]([CH2:21][N:22]([CH2:30][C:31]2[CH:36]=[CH:35][CH:34]=[CH:33][CH:32]=2)[C:23]2[CH:28]=[CH:27][C:26]([Cl:29])=[CH:25][CH:24]=2)[CH2:9]1)=O)(C)(C)C.CC#N.O.CC#N. Product: [CH2:30]([N:22]([CH2:21][C@H:10]1[C@@H:11]([O:13][CH2:14][C:15]2[CH:20]=[CH:19][CH:18]=[CH:17][CH:16]=2)[CH2:12][NH:8][CH2:9]1)[C:23]1[CH:24]=[CH:25][C:26]([Cl:29])=[CH:27][CH:28]=1)[C:31]1[CH:32]=[CH:33][CH:34]=[CH:35][CH:36]=1. The catalyst class is: 6. (5) Reactant: [OH:1][C:2]1[CH:3]=[C:4]([C:10](=[O:13])[CH2:11][CH3:12])[CH:5]=[CH:6][C:7]=1[O:8][CH3:9].Br[CH2:15][CH2:16][O:17][C:18](=[O:20])[CH3:19].C([O-])([O-])=O.[K+].[K+]. Product: [CH3:9][O:8][C:7]1[CH:6]=[CH:5][C:4]([C:10](=[O:13])[CH2:11][CH3:12])=[CH:3][C:2]=1[O:1][CH2:19][C:18]([O:17][CH2:16][CH3:15])=[O:20]. The catalyst class is: 21. (6) Reactant: C(OC([NH:8][C@@H:9]1[CH2:14][CH2:13][C@H:12]([CH2:15][C:16]([O:18][CH3:19])=[O:17])[CH2:11][CH2:10]1)=O)(C)(C)C.[ClH:20]. Product: [ClH:20].[NH2:8][C@@H:9]1[CH2:10][CH2:11][C@H:12]([CH2:15][C:16]([O:18][CH3:19])=[O:17])[CH2:13][CH2:14]1. The catalyst class is: 12. (7) The catalyst class is: 374. Reactant: Cl.[CH2:2]([O:4][C:5](=[O:8])[CH2:6][NH2:7])[CH3:3].[C:9]1([CH3:15])[CH:14]=[CH:13][CH:12]=[CH:11][CH:10]=1.C(=O)C1C=CC=CC=1.[OH-].[Na+]. Product: [CH2:2]([O:4][C:5](=[O:8])[CH2:6]/[N:7]=[CH:15]/[C:9]1[CH:14]=[CH:13][CH:12]=[CH:11][CH:10]=1)[CH3:3].